From a dataset of Forward reaction prediction with 1.9M reactions from USPTO patents (1976-2016). Predict the product of the given reaction. Given the reactants Cl[C:2]1[S:6][C:5]([CH2:7][C@H:8]2[CH2:12][NH:11][C@H:10]([C:13]([NH:15][C:16]3[CH:21]=[CH:20][C:19]([O:22][C:23]4[CH:28]=[CH:27][C:26]([F:29])=[CH:25][CH:24]=4)=[CH:18][CH:17]=3)=[O:14])[CH2:9]2)=[CH:4][CH:3]=1.C([O-])=O.[NH4+], predict the reaction product. The product is: [F:29][C:26]1[CH:25]=[CH:24][C:23]([O:22][C:19]2[CH:18]=[CH:17][C:16]([NH:15][C:13]([C@@H:10]3[CH2:9][C@@H:8]([CH2:7][C:5]4[S:6][CH:2]=[CH:3][CH:4]=4)[CH2:12][NH:11]3)=[O:14])=[CH:21][CH:20]=2)=[CH:28][CH:27]=1.